Task: Regression/Classification. Given a drug SMILES string, predict its absorption, distribution, metabolism, or excretion properties. Task type varies by dataset: regression for continuous measurements (e.g., permeability, clearance, half-life) or binary classification for categorical outcomes (e.g., BBB penetration, CYP inhibition). Dataset: cyp1a2_veith.. Dataset: CYP1A2 inhibition data for predicting drug metabolism from PubChem BioAssay (1) The compound is CC(C)NC(=O)C(C)n1cccc1C(=O)c1ccccc1. The result is 1 (inhibitor). (2) The compound is CC(C)CO/N=C1\[C@@H]2CCn3c(=O)n(Cc4cc5c(cc4Cl)OCO5)c(=O)n3[C@H]2[C@H](O)[C@H]2O[C@H]12. The result is 0 (non-inhibitor). (3) The molecule is O=C(c1ccco1)N1CCC2(CC1)CCN(c1ccccn1)CC2. The result is 0 (non-inhibitor). (4) The molecule is CCc1ccccc1NC(=O)CSc1nc(-c2ccccc2)nn1C(=O)c1cccc([N+](=O)[O-])c1. The result is 1 (inhibitor). (5) The result is 0 (non-inhibitor). The molecule is NNC(=O)CNC(c1ccccc1)c1cc(Br)ccc1NC(=O)c1ccccc1Br.